From a dataset of Catalyst prediction with 721,799 reactions and 888 catalyst types from USPTO. Predict which catalyst facilitates the given reaction. (1) Reactant: [NH:1]1[C:5]2=[N:6][CH:7]=[CH:8][CH:9]=[C:4]2[C:3]([C:10](=[S:12])[NH2:11])=[CH:2]1.Br[CH2:14][C:15](=O)[C:16]([OH:18])=[O:17]. Product: [NH:1]1[C:5]2=[N:6][CH:7]=[CH:8][CH:9]=[C:4]2[C:3]([C:10]2[S:12][CH:14]=[C:15]([C:16]([OH:18])=[O:17])[N:11]=2)=[CH:2]1. The catalyst class is: 8. (2) Reactant: C1(S([N:10]2[C:14]3=[N:15][CH:16]=[CH:17][C:18]([C:19]4[CH:24]=[CH:23][C:22]([S:25]([N:28]5[CH2:32][CH2:31][CH2:30][CH2:29]5)(=[O:27])=[O:26])=[CH:21][CH:20]=4)=[C:13]3[CH:12]=[CH:11]2)(=O)=O)C=CC=CC=1.[Li+].CC([N-]C(C)C)C.CCCCCCC.C1C[O:51][CH2:50][CH2:49]1.C(C1C=CC=CC=1)C.C(OC(=O)C)(=O)C. Product: [N:28]1([S:25]([C:22]2[CH:21]=[CH:20][C:19]([C:18]3[CH:17]=[CH:16][N:15]=[C:14]4[NH:10][C:11]([C:50](=[O:51])[CH3:49])=[CH:12][C:13]=34)=[CH:24][CH:23]=2)(=[O:27])=[O:26])[CH2:29][CH2:30][CH2:31][CH2:32]1. The catalyst class is: 1. (3) Reactant: [NH2:1][CH2:2][C:3]1[CH:11]=[CH:10][C:6]([C:7]([OH:9])=[O:8])=[CH:5][CH:4]=1.N.[N:13]#[C:14][NH2:15]. Product: [NH:1]([CH2:2][C:3]1[CH:4]=[CH:5][C:6]([C:7]([OH:9])=[O:8])=[CH:10][CH:11]=1)[C:14]([NH2:15])=[NH:13]. The catalyst class is: 6.